From a dataset of Rat liver microsome stability data. Regression/Classification. Given a drug SMILES string, predict its absorption, distribution, metabolism, or excretion properties. Task type varies by dataset: regression for continuous measurements (e.g., permeability, clearance, half-life) or binary classification for categorical outcomes (e.g., BBB penetration, CYP inhibition). Dataset: rlm. The drug is CNC(=O)c1c(-c2ccc(F)cc2)oc2nc(NCC(F)(F)F)c(-c3cccc(C(=O)NC4(c5ncccn5)COC4)c3)cc12. The result is 0 (unstable in rat liver microsomes).